From a dataset of Reaction yield outcomes from USPTO patents with 853,638 reactions. Predict the reaction yield, written as a fraction of the theoretical maximum amount of product (1.0 means a 100% yield; for example, 0.34 means a 34% yield). (1) The reactants are [CH:1]([N:4]1[CH2:9][CH2:8][CH:7]([C:10]([OH:12])=O)[CH2:6][CH2:5]1)([CH3:3])[CH3:2].S(Cl)(Cl)=O.[NH2:17][C:18]1[CH:33]=[C:32]([C:34]([O:36][CH3:37])=[O:35])[CH:31]=[CH:30][C:19]=1[C:20]([NH:22][C:23]1[CH:28]=[CH:27][C:26]([Cl:29])=[CH:25][N:24]=1)=[O:21].[OH-].[Na+]. The catalyst is C(Cl)Cl.O.N1C=CC=CC=1. The product is [Cl:29][C:26]1[CH:27]=[CH:28][C:23]([NH:22][C:20](=[O:21])[C:19]2[CH:30]=[CH:31][C:32]([C:34]([O:36][CH3:37])=[O:35])=[CH:33][C:18]=2[NH:17][C:10]([CH:7]2[CH2:6][CH2:5][N:4]([CH:1]([CH3:2])[CH3:3])[CH2:9][CH2:8]2)=[O:12])=[N:24][CH:25]=1. The yield is 0.520. (2) The reactants are [NH2:1][C:2]1[C:3]([C:12]([C:14]2[CH:19]=[CH:18][CH:17]=[C:16]([F:20])[CH:15]=2)=O)=[CH:4][CH:5]=[C:6]2[C:11]=1[N:10]=[CH:9][CH:8]=[CH:7]2.[CH3:21][NH:22][S:23](Cl)(=[O:25])=[O:24].[BH4-].[Na+]. The catalyst is N1C=CC=CC=1. The product is [F:20][C:16]1[CH:15]=[C:14]([CH:12]2[C:3]3[CH:4]=[CH:5][C:6]4[C:11](=[N:10][CH:9]=[CH:8][CH:7]=4)[C:2]=3[NH:1][S:23](=[O:25])(=[O:24])[N:22]2[CH3:21])[CH:19]=[CH:18][CH:17]=1. The yield is 0.390. (3) The reactants are [CH2:1]([O:8][C:9]1[CH:10]=[C:11]2[C:16](=[CH:17][CH:18]=1)[CH2:15][N:14]([CH2:19][C:20]1([NH:28]C(=O)OC(C)(C)C)[CH2:25][O:24]C(C)(C)[O:22][CH2:21]1)[CH2:13][CH2:12]2)[C:2]1[CH:7]=[CH:6][CH:5]=[CH:4][CH:3]=1.CC1(C)OCC(NC(=O)OCCCC)(CNC2C=CC(CCCCCCCC)=CC=2)CO1. No catalyst specified. The product is [NH2:28][C:20]([CH2:19][N:14]1[CH2:13][CH2:12][C:11]2[C:16](=[CH:17][CH:18]=[C:9]([O:8][CH2:1][C:2]3[CH:3]=[CH:4][CH:5]=[CH:6][CH:7]=3)[CH:10]=2)[CH2:15]1)([CH2:21][OH:22])[CH2:25][OH:24]. The yield is 0.710. (4) The reactants are F[C:2]1[C:7]([C:8]2[CH:17]=[C:16]3[C:11]([CH:12]=[C:13]([NH2:18])[N:14]=[CH:15]3)=[CH:10][CH:9]=2)=[C:6]([CH3:19])[CH:5]=[CH:4][N:3]=1.CO.C[O-].[Na+].[C:25](=O)(O)[O-:26].[Na+]. No catalyst specified. The product is [CH3:25][O:26][C:2]1[C:7]([C:8]2[CH:17]=[C:16]3[C:11]([CH:12]=[C:13]([NH2:18])[N:14]=[CH:15]3)=[CH:10][CH:9]=2)=[C:6]([CH3:19])[CH:5]=[CH:4][N:3]=1. The yield is 1.00.